From a dataset of Forward reaction prediction with 1.9M reactions from USPTO patents (1976-2016). Predict the product of the given reaction. Given the reactants [CH2:1]([O:3][C:4]([C:6]1[C:11]([C:12]2[CH:20]=[CH:19][C:15]3[O:16][CH2:17][O:18][C:14]=3[CH:13]=2)=[C:10]([C:21]#[N:22])[C:9](=[S:23])[NH:8][C:7]=1[CH3:24])=[O:5])[CH3:2].C(O)C.Br[CH2:29][C:30]([C:32]1[CH:37]=[CH:36][C:35]([O:38][CH3:39])=[CH:34][CH:33]=1)=[O:31], predict the reaction product. The product is: [CH2:1]([O:3][C:4]([C:6]1[C:11]([C:12]2[CH:20]=[CH:19][C:15]3[O:16][CH2:17][O:18][C:14]=3[CH:13]=2)=[C:10]2[C:21]([NH2:22])=[C:29]([C:30](=[O:31])[C:32]3[CH:37]=[CH:36][C:35]([O:38][CH3:39])=[CH:34][CH:33]=3)[S:23][C:9]2=[N:8][C:7]=1[CH3:24])=[O:5])[CH3:2].